Dataset: Reaction yield outcomes from USPTO patents with 853,638 reactions. Task: Predict the reaction yield, written as a fraction of the theoretical maximum amount of product (1.0 means a 100% yield; for example, 0.34 means a 34% yield). The reactants are [Cl:1][C:2]1[N:3]=[C:4]([N:11]2[CH2:16][CH2:15][O:14][CH2:13][CH2:12]2)[C:5]2[S:10][CH:9]=[CH:8][C:6]=2[N:7]=1.[Li]CCCC.CCCCCC.CN([CH:31]=[O:32])C. The product is [Cl:1][C:2]1[N:3]=[C:4]([N:11]2[CH2:16][CH2:15][O:14][CH2:13][CH2:12]2)[C:5]2[S:10][C:9]([CH:31]=[O:32])=[CH:8][C:6]=2[N:7]=1. The yield is 0.770. The catalyst is C1COCC1.